Task: Predict the reaction yield, written as a fraction of the theoretical maximum amount of product (1.0 means a 100% yield; for example, 0.34 means a 34% yield).. Dataset: Reaction yield outcomes from USPTO patents with 853,638 reactions (1) The reactants are [OH:1][C:2]1[CH:3]=[C:4]([NH:8][C:9](=[O:15])[O:10][C:11]([CH3:14])([CH3:13])[CH3:12])[CH:5]=[CH:6][CH:7]=1.Br[C:17]1[CH:18]=[CH:19][C:20]([N+:23]([O-:25])=[O:24])=[N:21][CH:22]=1.C(=O)([O-])[O-].[Cs+].[Cs+]. The catalyst is CN(C)C=O. The product is [N+:23]([C:20]1[N:21]=[CH:22][C:17]([O:1][C:2]2[CH:3]=[C:4]([NH:8][C:9](=[O:15])[O:10][C:11]([CH3:12])([CH3:14])[CH3:13])[CH:5]=[CH:6][CH:7]=2)=[CH:18][CH:19]=1)([O-:25])=[O:24]. The yield is 0.660. (2) The reactants are [Cl:1][C:2]1[CH:3]=[C:4]([C:26]#[C:27][CH2:28][N:29]2[CH2:34][CH2:33][N:32]([CH3:35])[CH2:31][CH2:30]2)[CH:5]=[C:6]2[C:10]=1[C:9](=[O:11])[N:8]([CH2:12][C:13]1[CH:18]=[CH:17][C:16]([O:19][C:20]3[CH:25]=[CH:24][CH:23]=[CH:22][CH:21]=3)=[CH:15][CH:14]=1)[CH2:7]2.[H][H].C(Cl)(Cl)Cl.CO. The catalyst is C(O)C.[C].[Pd]. The product is [Cl:1][C:2]1[CH:3]=[C:4]([CH2:26][CH2:27][CH2:28][N:29]2[CH2:34][CH2:33][N:32]([CH3:35])[CH2:31][CH2:30]2)[CH:5]=[C:6]2[C:10]=1[C:9](=[O:11])[N:8]([CH2:12][C:13]1[CH:14]=[CH:15][C:16]([O:19][C:20]3[CH:21]=[CH:22][CH:23]=[CH:24][CH:25]=3)=[CH:17][CH:18]=1)[CH2:7]2. The yield is 0.500. (3) The reactants are Cl[CH2:2][CH2:3][CH2:4][N:5]1[C:10]2[C:11]([CH3:15])=[CH:12][CH:13]=[CH:14][C:9]=2[O:8][CH2:7][C:6]1=[O:16].C([O-])([O-])=O.[K+].[K+].[Na+].[I-].[CH2:25]([CH:29]1[CH2:34][CH2:33][NH:32][CH2:31][CH2:30]1)[CH2:26][CH2:27][CH3:28]. The catalyst is CCCCCCC.CCOC(C)=O. The product is [CH2:25]([CH:29]1[CH2:34][CH2:33][N:32]([CH2:2][CH2:3][CH2:4][N:5]2[C:10]3[C:11]([CH3:15])=[CH:12][CH:13]=[CH:14][C:9]=3[O:8][CH2:7][C:6]2=[O:16])[CH2:31][CH2:30]1)[CH2:26][CH2:27][CH3:28]. The yield is 0.530. (4) The reactants are Br[CH2:2][C:3](=O)[C:4]([CH3:7])([CH3:6])[CH3:5].[NH2:9][C:10]([NH2:12])=[S:11].C(=O)([O-])O.[Na+]. The catalyst is C(O)C. The product is [NH2:12][C:10]1[S:11][CH:2]=[C:3]([C:4]([CH3:7])([CH3:6])[CH3:5])[N:9]=1. The yield is 0.909. (5) The reactants are [NH:1]1[CH2:6][CH2:5][CH:4]([C:7]([O:9][CH2:10][CH3:11])=[O:8])[CH2:3][CH2:2]1.C(N(C(C)C)C(C)C)C.[C:21]([C:24]1[N:29]=[C:28]([C:30]2[CH:35]=[CH:34][C:33]([C:36]3[CH:41]=[CH:40][C:39]([CH2:42][C:43](O)=[O:44])=[CH:38][C:37]=3[Cl:46])=[CH:32][CH:31]=2)[C:27]([CH3:47])=[N:26][C:25]=1[CH3:48])(=[O:23])[NH2:22].Cl.CN(C)CCCN=C=NCC.N1(O)C2C=CC=CC=2N=N1. The catalyst is CN(C=O)C. The product is [C:21]([C:24]1[N:29]=[C:28]([C:30]2[CH:35]=[CH:34][C:33]([C:36]3[CH:41]=[CH:40][C:39]([CH2:42][C:43]([N:1]4[CH2:6][CH2:5][CH:4]([C:7]([O:9][CH2:10][CH3:11])=[O:8])[CH2:3][CH2:2]4)=[O:44])=[CH:38][C:37]=3[Cl:46])=[CH:32][CH:31]=2)[C:27]([CH3:47])=[N:26][C:25]=1[CH3:48])(=[O:23])[NH2:22]. The yield is 1.05. (6) The reactants are Br[C:2]1[CH:7]=[CH:6][C:5]([Cl:8])=[CH:4][N:3]=1.CCCCCC.C([Li])CCC.CN(C)[CH:22]=[O:23].[BH4-].[Na+]. The catalyst is O1CCCC1.O.C1(C)C=CC=CC=1. The product is [Cl:8][C:5]1[CH:6]=[CH:7][C:2]([CH2:22][OH:23])=[N:3][CH:4]=1. The yield is 0.470. (7) The reactants are [NH2:1][C:2]([C:4]1[CH:9]=[C:8]([C:10]([NH:12][CH2:13][C:14]([CH3:17])([CH3:16])[CH3:15])=[O:11])[CH:7]=[CH:6][C:5]=1[C:18]1[C:23]([CH3:24])=[C:22]([F:25])[CH:21]=[C:20]([C:26]([OH:28])=O)[CH:19]=1)=[O:3].CN(C(ON1N=NC2C=CC=CC1=2)=[N+](C)C)C.F[P-](F)(F)(F)(F)F.CCN(CC)CC.[NH2:60][C@H:61]([CH3:64])[CH2:62][OH:63]. The catalyst is CN(C=O)C. The product is [CH3:17][C:14]([CH3:15])([CH3:16])[CH2:13][NH:12][C:10]([C:8]1[CH:9]=[C:4]([C:2]([NH2:1])=[O:3])[C:5]([C:18]2[C:23]([CH3:24])=[C:22]([F:25])[CH:21]=[C:20]([C:26]([NH:60][C@H:61]([CH3:64])[CH2:62][OH:63])=[O:28])[CH:19]=2)=[CH:6][CH:7]=1)=[O:11]. The yield is 0.570.